Dataset: Reaction yield outcomes from USPTO patents with 853,638 reactions. Task: Predict the reaction yield, written as a fraction of the theoretical maximum amount of product (1.0 means a 100% yield; for example, 0.34 means a 34% yield). The reactants are [CH3:1][O:2][C:3]([C:5]1[CH:6]=[C:7]2[C:12](=[CH:13][CH:14]=1)[NH:11][CH:10]([C:15]1[CH:16]=[C:17]([CH:21]=[CH:22][CH:23]=1)[C:18](O)=[O:19])[C:9]([CH3:25])([CH3:24])[CH2:8]2)=[O:4].ON1C2C=CC=CC=2N=N1.CN(C)CCCN=C=NCC.Cl.CN1CCOCC1.[CH3:55][N:56]1[CH2:59][CH:58]([NH2:60])[CH2:57]1. The catalyst is ClCCl. The product is [CH3:24][C:9]1([CH3:25])[CH2:8][C:7]2[C:12](=[CH:13][CH:14]=[C:5]([C:3]([O:2][CH3:1])=[O:4])[CH:6]=2)[NH:11][CH:10]1[C:15]1[CH:23]=[CH:22][CH:21]=[C:17]([C:18](=[O:19])[NH:60][CH:58]2[CH2:59][N:56]([CH3:55])[CH2:57]2)[CH:16]=1. The yield is 0.858.